This data is from Reaction yield outcomes from USPTO patents with 853,638 reactions. The task is: Predict the reaction yield, written as a fraction of the theoretical maximum amount of product (1.0 means a 100% yield; for example, 0.34 means a 34% yield). (1) The reactants are C([N:14]1[CH2:17][CH:16]([O:18][CH:19]([C:27]2[CH:32]=[CH:31][C:30]([Cl:33])=[CH:29][CH:28]=2)[C:20]2[CH:25]=[CH:24][CH:23]=[CH:22][C:21]=2[CH3:26])[CH2:15]1)(C1C=CC=CC=1)C1C=CC=CC=1.Cl.ClC1C=CC=CC=1C(OC1CNC1)C1C=CC(Cl)=CC=1. The catalyst is C(OCC)C. The product is [ClH:33].[CH3:26][C:21]1[CH:22]=[CH:23][CH:24]=[CH:25][C:20]=1[CH:19]([O:18][CH:16]1[CH2:17][NH:14][CH2:15]1)[C:27]1[CH:28]=[CH:29][C:30]([Cl:33])=[CH:31][CH:32]=1. The yield is 0.720. (2) The reactants are [CH2:1]([S:8][C:9]1[C:10](F)=[C:11]([F:27])[C:12]([NH:19][C:20]2[CH:25]=[CH:24][CH:23]=[CH:22][C:21]=2[F:26])=[C:13]([CH:18]=1)[C:14]([O:16][CH3:17])=[O:15])[C:2]1[CH:7]=[CH:6][CH:5]=[CH:4][CH:3]=1.[N-:29]=[N+:30]=[N-:31].[Na+].O. The catalyst is CN(C=O)C. The product is [N:29]([C:10]1[C:9]([S:8][CH2:1][C:2]2[CH:7]=[CH:6][CH:5]=[CH:4][CH:3]=2)=[CH:18][C:13]([C:14]([O:16][CH3:17])=[O:15])=[C:12]([NH:19][C:20]2[CH:25]=[CH:24][CH:23]=[CH:22][C:21]=2[F:26])[C:11]=1[F:27])=[N+:30]=[N-:31]. The yield is 0.832. (3) The reactants are [OH:1][C:2]1[CH:3]=[C:4]([N:8]2[CH:12]=[CH:11][C:10]([CH:13]=[O:14])=[CH:9]2)[CH:5]=[CH:6][CH:7]=1.C[OH:16]. The catalyst is [OH-].[Na+].[N+]([O-])([O-])=O.[Ag+]. The product is [OH:1][C:2]1[CH:3]=[C:4]([N:8]2[CH:12]=[CH:11][C:10]([C:13]([OH:16])=[O:14])=[CH:9]2)[CH:5]=[CH:6][CH:7]=1. The yield is 0.730. (4) The yield is 1.00. The reactants are [Cl-].[Al+3].[Cl-].[Cl-].[H-].[Al+3].[Li+].[H-].[H-].[H-].Cl.[Cl:12][C:13]1[CH:14]=[CH:15][C:16]2[O:22][C:21]3[CH:23]=[CH:24][CH:25]=[CH:26][C:20]=3[C@@H:19]([CH2:27][NH:28][CH3:29])[C@H:18]([C:30](O)=O)[C:17]=2[CH:33]=1.Cl. The catalyst is C1COCC1. The product is [Cl:12][C:13]1[CH:14]=[CH:15][C:16]2[O:22][C:21]3[CH:23]=[CH:24][CH:25]=[CH:26][C:20]=3[C@H:19]3[CH2:27][N:28]([CH3:29])[CH2:30][C@@H:18]3[C:17]=2[CH:33]=1.